Dataset: NCI-60 drug combinations with 297,098 pairs across 59 cell lines. Task: Regression. Given two drug SMILES strings and cell line genomic features, predict the synergy score measuring deviation from expected non-interaction effect. (1) Drug 1: CC1=CC=C(C=C1)C2=CC(=NN2C3=CC=C(C=C3)S(=O)(=O)N)C(F)(F)F. Drug 2: C1CN(CCN1C(=O)CCBr)C(=O)CCBr. Cell line: UO-31. Synergy scores: CSS=13.4, Synergy_ZIP=-5.14, Synergy_Bliss=0.223, Synergy_Loewe=-3.94, Synergy_HSA=0.266. (2) Synergy scores: CSS=45.1, Synergy_ZIP=-11.1, Synergy_Bliss=-12.3, Synergy_Loewe=-2.99, Synergy_HSA=-1.36. Drug 2: CC1C(C(CC(O1)OC2CC(CC3=C2C(=C4C(=C3O)C(=O)C5=C(C4=O)C(=CC=C5)OC)O)(C(=O)CO)O)N)O.Cl. Cell line: MCF7. Drug 1: CC1OCC2C(O1)C(C(C(O2)OC3C4COC(=O)C4C(C5=CC6=C(C=C35)OCO6)C7=CC(=C(C(=C7)OC)O)OC)O)O. (3) Drug 2: CC1=C(C(=O)C2=C(C1=O)N3CC4C(C3(C2COC(=O)N)OC)N4)N. Synergy scores: CSS=19.0, Synergy_ZIP=-3.26, Synergy_Bliss=7.17, Synergy_Loewe=-3.72, Synergy_HSA=3.23. Cell line: OVCAR3. Drug 1: CS(=O)(=O)C1=CC(=C(C=C1)C(=O)NC2=CC(=C(C=C2)Cl)C3=CC=CC=N3)Cl. (4) Drug 1: C1=CC(=CC=C1CCC2=CNC3=C2C(=O)NC(=N3)N)C(=O)NC(CCC(=O)O)C(=O)O. Drug 2: C1=NC(=NC(=O)N1C2C(C(C(O2)CO)O)O)N. Cell line: NCIH23. Synergy scores: CSS=1.78, Synergy_ZIP=-0.175, Synergy_Bliss=1.84, Synergy_Loewe=1.77, Synergy_HSA=2.02.